From a dataset of Full USPTO retrosynthesis dataset with 1.9M reactions from patents (1976-2016). Predict the reactants needed to synthesize the given product. (1) Given the product [CH3:24][C:10]1[N:9]=[C:8]([C:6]2[CH:5]=[CH:4][N:3]=[C:2]([C:32]3[CH:31]=[CH:30][CH:29]=[C:28]([N+:25]([O-:27])=[O:26])[CH:33]=3)[N:7]=2)[CH:13]=[C:12]([C:14]2[CH:19]=[CH:18][C:17]([C:20]([F:23])([F:22])[F:21])=[CH:16][CH:15]=2)[CH:11]=1, predict the reactants needed to synthesize it. The reactants are: Cl[C:2]1[N:7]=[C:6]([C:8]2[CH:13]=[C:12]([C:14]3[CH:19]=[CH:18][C:17]([C:20]([F:23])([F:22])[F:21])=[CH:16][CH:15]=3)[CH:11]=[C:10]([CH3:24])[N:9]=2)[CH:5]=[CH:4][N:3]=1.[N+:25]([C:28]1[CH:29]=[C:30](B(O)O)[CH:31]=[CH:32][CH:33]=1)([O-:27])=[O:26]. (2) Given the product [C:1]([O:5][C:6]([NH:8][CH2:9][C:10]([N:12]1[CH2:21][CH2:20][C:19]2[C:14](=[CH:15][CH:16]=[CH:17][C:18]=2[I:22])[CH:13]1[CH2:23][C:24]([O-:26])=[O:25])=[O:11])=[O:7])([CH3:4])([CH3:2])[CH3:3].[Na+:30], predict the reactants needed to synthesize it. The reactants are: [C:1]([O:5][C:6]([NH:8][CH2:9][C:10]([N:12]1[CH2:21][CH2:20][C:19]2[C:14](=[CH:15][CH:16]=[CH:17][C:18]=2[I:22])[CH:13]1[CH2:23][C:24]([O:26]CC)=[O:25])=[O:11])=[O:7])([CH3:4])([CH3:3])[CH3:2].[OH-].[Na+:30]. (3) Given the product [CH3:30][O:29][C:25]1[CH:24]=[C:23]([CH:28]=[CH:27][CH:26]=1)[C:22]([NH:21][CH:18]1[CH2:19][CH2:20][N:15]([CH2:14][C:10]2[CH:9]=[CH:8][C:7]3[C:12](=[CH:13][C:4]([CH2:3][CH2:2][O:1][CH2:33][CH2:34][O:35][CH3:36])=[CH:5][CH:6]=3)[CH:11]=2)[CH2:16][CH2:17]1)=[O:31], predict the reactants needed to synthesize it. The reactants are: [OH:1][CH2:2][CH2:3][C:4]1[CH:13]=[C:12]2[C:7]([CH:8]=[CH:9][C:10]([CH2:14][N:15]3[CH2:20][CH2:19][CH:18]([NH:21][C:22](=[O:31])[C:23]4[CH:28]=[CH:27][CH:26]=[C:25]([O:29][CH3:30])[CH:24]=4)[CH2:17][CH2:16]3)=[CH:11]2)=[CH:6][CH:5]=1.Br[CH2:33][CH2:34][O:35][CH3:36].O. (4) Given the product [F:12][C:3]1[C:4]([CH:5]=[O:6])=[C:7]([O:10][CH3:11])[CH:8]=[CH:9][C:2]=1[C:18]1[CH:19]=[CH:20][C:15]([C:13]#[N:14])=[CH:16][CH:17]=1, predict the reactants needed to synthesize it. The reactants are: Cl[C:2]1[C:3]([F:12])=[C:4]([C:7]([O:10][CH3:11])=[CH:8][CH:9]=1)[CH:5]=[O:6].[C:13]([C:15]1[CH:20]=[CH:19][C:18](B(O)O)=[CH:17][CH:16]=1)#[N:14].C(P(C(C)(C)C)C1C=CC=CC=1C1C=CC=CC=1)(C)(C)C.C(=O)([O-])[O-].[K+].[K+]. (5) Given the product [OH:1][C@H:2]1[CH2:3][C@H:4]([CH:6]([NH:8][C:9]([C:11]2[C:19]3[C:14](=[N:15][CH:16]=[C:17]([C:20]4[C:28]5[C:23](=[CH:24][C:25]([F:29])=[CH:26][CH:27]=5)[N:22]([CH3:30])[N:21]=4)[N:18]=3)[NH:13][CH:12]=2)=[O:10])[CH3:7])[CH2:5]1, predict the reactants needed to synthesize it. The reactants are: [OH:1][C@@H:2]1[CH2:5][C@H:4]([CH:6]([NH:8][C:9]([C:11]2[C:19]3[C:14](=[N:15][CH:16]=[C:17]([C:20]4[C:28]5[C:23](=[CH:24][C:25]([F:29])=[CH:26][CH:27]=5)[N:22]([CH3:30])[N:21]=4)[N:18]=3)[N:13](COCC[Si](C)(C)C)[CH:12]=2)=[O:10])[CH3:7])[CH2:3]1.C(O)(C(F)(F)F)=O.C(N)CN. (6) Given the product [I:1][C:2]1[CH:3]=[N:4][N:5]([CH2:14][CH2:15][O:16][CH:17]2[CH2:22][CH2:21][CH2:20][CH2:19][O:18]2)[CH:6]=1, predict the reactants needed to synthesize it. The reactants are: [I:1][C:2]1[CH:3]=[N:4][NH:5][CH:6]=1.C(=O)([O-])[O-].[Cs+].[Cs+].Br[CH2:14][CH2:15][O:16][CH:17]1[CH2:22][CH2:21][CH2:20][CH2:19][O:18]1.